Dataset: Reaction yield outcomes from USPTO patents with 853,638 reactions. Task: Predict the reaction yield, written as a fraction of the theoretical maximum amount of product (1.0 means a 100% yield; for example, 0.34 means a 34% yield). (1) The reactants are Br[C:2]1[C:6]([C:7]2[CH:8]=[CH:9][C:10]3[O:15][CH2:14][CH2:13][CH2:12][C:11]=3[CH:16]=2)=[C:5]([CH:17]([O:22][C:23]([CH3:26])([CH3:25])[CH3:24])[C:18]([O:20]C)=[O:19])[N:4]([CH3:27])[N:3]=1.C1(P(C2CCCCC2)C2C=CC=CC=2C2C(OC)=CC=CC=2OC)CCCCC1.C(=O)([O-])[O-].[K+].[K+].CC1(C)C(C)(C)OB([C:71]2[CH:75]=[C:74]([CH2:76][CH2:77][CH3:78])[S:73][CH:72]=2)O1.[OH-].[Li+]. The catalyst is O1CCOCC1.O.C([O-])(=O)C.[Pd+2].C([O-])(=O)C. The product is [C:23]([O:22][CH:17]([C:5]1[N:4]([CH3:27])[N:3]=[C:2]([C:71]2[CH:75]=[C:74]([CH2:76][CH2:77][CH3:78])[S:73][CH:72]=2)[C:6]=1[C:7]1[CH:8]=[CH:9][C:10]2[O:15][CH2:14][CH2:13][CH2:12][C:11]=2[CH:16]=1)[C:18]([OH:20])=[O:19])([CH3:24])([CH3:26])[CH3:25]. The yield is 0.750. (2) The reactants are [NH2:1][C:2]1[CH:17]=[CH:16][C:15]([F:18])=[CH:14][C:3]=1[C:4]([NH:6][C:7]1[CH:12]=[CH:11][CH:10]=[CH:9][C:8]=1[Cl:13])=[O:5].[Cl:19][CH2:20][C:21](Cl)=O. The catalyst is C(O)(=O)C. The product is [Cl:19][CH2:20][C:21]1[N:6]([C:7]2[CH:12]=[CH:11][CH:10]=[CH:9][C:8]=2[Cl:13])[C:4](=[O:5])[C:3]2[C:2](=[CH:17][CH:16]=[C:15]([F:18])[CH:14]=2)[N:1]=1. The yield is 0.120. (3) The reactants are [F:1][C:2]([F:16])([F:15])[CH2:3][O:4][C:5]1[N:10]=[C:9]([C:11](OC)=[O:12])[CH:8]=[CH:7][CH:6]=1.[H-].[Al+3].[Li+].[H-].[H-].[H-]. The catalyst is C1COCC1. The product is [F:16][C:2]([F:1])([F:15])[CH2:3][O:4][C:5]1[N:10]=[C:9]([CH2:11][OH:12])[CH:8]=[CH:7][CH:6]=1. The yield is 0.920. (4) The reactants are [CH3:1][S:2](Cl)(=[O:4])=[O:3].[CH3:6][C@H:7]1[CH2:16][CH2:15][C:14]2[C:9](=[CH:10][CH:11]=[C:12]([CH:21]3[CH2:26][CH2:25][NH:24][CH2:23][CH2:22]3)[C:13]=2[O:17][CH2:18][CH2:19][CH3:20])[N:8]1[C:27](=[O:29])[CH3:28].C(N(CC)CC)C. The catalyst is ClCCl. The product is [CH3:6][C@H:7]1[CH2:16][CH2:15][C:14]2[C:9](=[CH:10][CH:11]=[C:12]([CH:21]3[CH2:26][CH2:25][N:24]([S:2]([CH3:1])(=[O:4])=[O:3])[CH2:23][CH2:22]3)[C:13]=2[O:17][CH2:18][CH2:19][CH3:20])[N:8]1[C:27](=[O:29])[CH3:28]. The yield is 0.720. (5) The reactants are [C:1]1([C:7]2[CH:12]=[C:11]([CH:13]3[CH2:18][CH2:17][N:16]([CH:19]4[CH2:24][O:23]C(C)(C)[O:21][CH2:20]4)[CH2:15][CH2:14]3)[CH:10]=[CH:9][C:8]=2[NH:27][C:28]([C:30]2[NH:31][CH:32]=[C:33]([C:35]#[N:36])[N:34]=2)=[O:29])[CH2:6][CH2:5][CH2:4][CH2:3][CH:2]=1.[C:37]([OH:43])([C:39]([F:42])([F:41])[F:40])=[O:38]. The catalyst is C1COCC1.O. The product is [F:40][C:39]([F:42])([F:41])[C:37]([OH:43])=[O:38].[C:1]1([C:7]2[CH:12]=[C:11]([CH:13]3[CH2:18][CH2:17][N:16]([CH:19]([CH2:20][OH:21])[CH2:24][OH:23])[CH2:15][CH2:14]3)[CH:10]=[CH:9][C:8]=2[NH:27][C:28]([C:30]2[NH:31][CH:32]=[C:33]([C:35]#[N:36])[N:34]=2)=[O:29])[CH2:6][CH2:5][CH2:4][CH2:3][CH:2]=1. The yield is 0.600. (6) The catalyst is C(O)C. The reactants are CC[O-].[Na+].Cl.[CH:6]1([NH:11][C:12]([NH2:14])=[NH:13])[CH2:10][CH2:9][CH2:8][CH2:7]1.[Cl:15][C:16]1[CH:21]=[CH:20][N:19]2[N:22]=[C:23]([C:29]3[CH:34]=[CH:33][C:32]([O:35][CH3:36])=[CH:31][CH:30]=3)[C:24]([C:25](=O)[C:26]#[CH:27])=[C:18]2[CH:17]=1. The product is [Cl:15][C:16]1[CH:21]=[CH:20][N:19]2[N:22]=[C:23]([C:29]3[CH:30]=[CH:31][C:32]([O:35][CH3:36])=[CH:33][CH:34]=3)[C:24]([C:25]3[CH:26]=[CH:27][N:14]=[C:12]([NH:11][CH:6]4[CH2:10][CH2:9][CH2:8][CH2:7]4)[N:13]=3)=[C:18]2[CH:17]=1. The yield is 0.660. (7) The catalyst is CCCCCC. The yield is 0.900. The reactants are Cl[SiH:2]1[N:6]([C:7]([CH3:10])([CH3:9])[CH3:8])[CH:5]=[CH:4][N:3]1[C:11]([CH3:14])([CH3:13])[CH3:12].[CH:15]1([NH2:18])[CH2:17][CH2:16]1. The product is [C:11]([N:3]1[CH:4]=[CH:5][N:6]([C:7]([CH3:10])([CH3:9])[CH3:8])[SiH:2]1[NH:18][CH:15]1[CH2:17][CH2:16]1)([CH3:14])([CH3:13])[CH3:12]. (8) The catalyst is C(Cl)Cl. The yield is 0.990. The reactants are [F:1][C:2]1[CH:16]=[CH:15][C:5]([CH2:6][NH:7]C(=O)OC(C)(C)C)=[C:4]([C:17](=[O:20])[NH:18][CH3:19])[CH:3]=1.BrC1C=CC(F)=CC=1C(O)=O.[C:32]([C:36]([OH:38])=[O:37])([F:35])([F:34])[F:33]. The product is [F:33][C:32]([F:35])([F:34])[C:36]([OH:38])=[O:37].[NH2:7][CH2:6][C:5]1[CH:15]=[CH:16][C:2]([F:1])=[CH:3][C:4]=1[C:17]([NH:18][CH3:19])=[O:20].